This data is from Forward reaction prediction with 1.9M reactions from USPTO patents (1976-2016). The task is: Predict the product of the given reaction. (1) The product is: [NH2:1][C:2]1[N:6]([CH:7]2[CH2:12][CH2:11][CH2:10][N:9]([C:13]#[N:14])[CH2:8]2)[N:5]=[C:4]([C:15]2[CH:20]=[CH:19][C:18]([O:21][C:22]3[CH:27]=[CH:26][C:25]([CH3:34])=[CH:24][C:23]=3[F:29])=[CH:17][CH:16]=2)[C:3]=1[C:30]([NH2:32])=[O:31]. Given the reactants [NH2:1][C:2]1[N:6]([CH:7]2[CH2:12][CH2:11][CH2:10][N:9]([C:13]#[N:14])[CH2:8]2)[N:5]=[C:4]([C:15]2[CH:20]=[CH:19][C:18]([O:21][C:22]3[CH:27]=[CH:26][C:25](F)=[CH:24][C:23]=3[F:29])=[CH:17][CH:16]=2)[C:3]=1[C:30]([NH2:32])=[O:31].F[C:34]1C=C(C)C=CC=1O, predict the reaction product. (2) Given the reactants [NH2:1][C:2]1[N:7]=[C:6]([OH:8])[CH:5]=[C:4]([NH2:9])[N:3]=1.C(O)(=O)C.[N:14]([O-])=[O:15].[Na+], predict the reaction product. The product is: [NH2:1][C:2]1[N:7]=[C:6]([OH:8])[C:5]([N:14]=[O:15])=[C:4]([NH2:9])[N:3]=1.